This data is from Forward reaction prediction with 1.9M reactions from USPTO patents (1976-2016). The task is: Predict the product of the given reaction. (1) The product is: [Cl:1][C:2]1[CH:3]=[C:4]([C:19]#[CH:20])[CH:5]=[C:6]2[C:11]=1[O:10][CH:9]([C:12]([F:14])([F:15])[F:13])[C:8]([C:16]([O-:18])=[O:17])=[CH:7]2.[Na+:22]. Given the reactants [Cl:1][C:2]1[CH:3]=[C:4]([C:19]#[CH:20])[CH:5]=[C:6]2[C:11]=1[O:10][CH:9]([C:12]([F:15])([F:14])[F:13])[C:8]([C:16]([OH:18])=[O:17])=[CH:7]2.[OH-].[Na+:22], predict the reaction product. (2) Given the reactants [Cl:1][C:2]1[C:7]([NH:8][CH2:9][C:10]2[CH:15]=[C:14]([C:16]3[CH:21]=[CH:20][CH:19]=[C:18]([F:22])[CH:17]=3)[CH:13]=[CH:12][C:11]=2[F:23])=[C:6]([Cl:24])[CH:5]=[CH:4][C:3]=1[OH:25].C([O-])([O-])=O.[K+].[K+].Br[CH2:33][C:34]([O:36][CH2:37][CH3:38])=[O:35], predict the reaction product. The product is: [Cl:1][C:2]1[C:7]([NH:8][CH2:9][C:10]2[CH:15]=[C:14]([C:16]3[CH:21]=[CH:20][CH:19]=[C:18]([F:22])[CH:17]=3)[CH:13]=[CH:12][C:11]=2[F:23])=[C:6]([Cl:24])[CH:5]=[CH:4][C:3]=1[O:25][CH2:33][C:34]([O:36][CH2:37][CH3:38])=[O:35]. (3) Given the reactants [Cl:1][C:2]1[CH:3]=[C:4]([C@H:9]2[C@H:15]([CH2:16]I)[O:14][CH2:13][CH2:12][N:11]([C:18]([O:20][C:21]([CH3:24])([CH3:23])[CH3:22])=[O:19])[CH2:10]2)[CH:5]=[CH:6][C:7]=1[Cl:8].[NH:25]1[CH:30]=[CH:29][CH:28]=[CH:27][C:26]1=[O:31].C(=O)([O-])[O-].[K+].[K+].O, predict the reaction product. The product is: [Cl:1][C:2]1[CH:3]=[C:4]([C@H:9]2[C@H:15]([CH2:16][N:25]3[CH:30]=[CH:29][CH:28]=[CH:27][C:26]3=[O:31])[O:14][CH2:13][CH2:12][N:11]([C:18]([O:20][C:21]([CH3:24])([CH3:23])[CH3:22])=[O:19])[CH2:10]2)[CH:5]=[CH:6][C:7]=1[Cl:8]. (4) Given the reactants Cl[CH2:2][CH2:3]Cl.C([CH:7]([C:11]([O-:13])=O)[C:8]([O-:10])=[O:9])C.[K+].[K+].C(#N)[C:17]1[CH:22]=[CH:21][CH:20]=[CH:19][CH:18]=1, predict the reaction product. The product is: [C:11]([CH2:7][C:8]([O:10][CH2:2][CH3:3])=[O:9])(=[O:13])[C:17]1[CH:22]=[CH:21][CH:20]=[CH:19][CH:18]=1.